Dataset: TCR-epitope binding with 47,182 pairs between 192 epitopes and 23,139 TCRs. Task: Binary Classification. Given a T-cell receptor sequence (or CDR3 region) and an epitope sequence, predict whether binding occurs between them. (1) The epitope is FTYASALWEI. The TCR CDR3 sequence is CASSLGLAGGIYNEQFF. Result: 1 (the TCR binds to the epitope). (2) The epitope is FTISVTTEIL. The TCR CDR3 sequence is CSARDPQGVTEAFF. Result: 0 (the TCR does not bind to the epitope).